From a dataset of Full USPTO retrosynthesis dataset with 1.9M reactions from patents (1976-2016). Predict the reactants needed to synthesize the given product. (1) Given the product [C:32]([C:31]1[N:36]=[C:26]([CH:11]2[CH2:12][CH:13]([C:15]3[CH:20]=[CH:19][C:18]([O:21][C:22]([F:23])([F:25])[F:24])=[CH:17][CH:16]=3)[CH2:14][N:9]([C:7]([N:1]3[CH2:2][CH2:3][O:4][CH2:5][CH2:6]3)=[O:8])[CH2:10]2)[O:27][N:30]=1)([CH3:35])([CH3:34])[CH3:33], predict the reactants needed to synthesize it. The reactants are: [N:1]1([C:7]([N:9]2[CH2:14][CH:13]([C:15]3[CH:20]=[CH:19][C:18]([O:21][C:22]([F:25])([F:24])[F:23])=[CH:17][CH:16]=3)[CH2:12][CH:11]([C:26](O)=[O:27])[CH2:10]2)=[O:8])[CH2:6][CH2:5][O:4][CH2:3][CH2:2]1.O[NH:30][C:31](=[NH:36])[C:32]([CH3:35])([CH3:34])[CH3:33]. (2) Given the product [CH3:1][O:2][C:3]1[C:8]([N+:14]([O-:16])=[O:15])=[CH:7][C:6]([NH:9][C:10](=[O:12])[CH3:11])=[C:5]([CH3:13])[CH:4]=1, predict the reactants needed to synthesize it. The reactants are: [CH3:1][O:2][C:3]1[CH:8]=[CH:7][C:6]([NH:9][C:10](=[O:12])[CH3:11])=[C:5]([CH3:13])[CH:4]=1.[N+:14]([O-])([OH:16])=[O:15]. (3) Given the product [Cl:17][C:18]1[CH:19]=[C:20]([CH:1]([OH:2])[C:3]2[CH:4]=[N:5][CH:6]=[CH:7][C:8]=2[C:9]2[CH:10]=[C:11]([CH:14]=[CH:15][CH:16]=2)[C:12]#[N:13])[CH:21]=[C:22]([Cl:24])[CH:23]=1, predict the reactants needed to synthesize it. The reactants are: [CH:1]([C:3]1[CH:4]=[N:5][CH:6]=[CH:7][C:8]=1[C:9]1[CH:10]=[C:11]([CH:14]=[CH:15][CH:16]=1)[C:12]#[N:13])=[O:2].[Cl:17][C:18]1[CH:19]=[C:20]([Mg]Br)[CH:21]=[C:22]([Cl:24])[CH:23]=1.